Dataset: Forward reaction prediction with 1.9M reactions from USPTO patents (1976-2016). Task: Predict the product of the given reaction. Given the reactants [N+:1]([C:4]1[CH:11]=[CH:10][C:7]([CH:8]=O)=[CH:6][CH:5]=1)([O-:3])=[O:2].[CH3:12][N:13]([CH3:22])[C:14]1[CH:21]=[CH:20][C:17]([CH:18]=O)=[CH:16][CH:15]=1.C(OP([CH2:31][C:32]1[CH:37]=[CH:36][C:35]([N+:38]([O-:40])=[O:39])=[CH:34][CH:33]=1)(=O)OCC)C, predict the reaction product. The product is: [N+:1]([C:4]1[CH:11]=[CH:10][C:7](/[CH:8]=[CH:31]/[C:32]2[CH:37]=[CH:36][C:35]([N+:38]([O-:40])=[O:39])=[CH:34][CH:33]=2)=[CH:6][CH:5]=1)([O-:3])=[O:2].[CH3:12][N:13]([CH3:22])[C:14]1[CH:21]=[CH:20][C:17](/[CH:18]=[CH:8]/[C:7]2[CH:10]=[CH:11][C:4]([N+:1]([O-:3])=[O:2])=[CH:5][CH:6]=2)=[CH:16][CH:15]=1.